From a dataset of Forward reaction prediction with 1.9M reactions from USPTO patents (1976-2016). Predict the product of the given reaction. (1) Given the reactants [I:1]I.[OH-].[K+].[N+:5]([C:8]1[CH:16]=[C:15]2[C:11]([CH:12]=[N:13][NH:14]2)=[CH:10][CH:9]=1)([O-:7])=[O:6].S([O-])([O-])(=O)=S.[Na+].[Na+], predict the reaction product. The product is: [I:1][C:12]1[C:11]2[C:15](=[CH:16][C:8]([N+:5]([O-:7])=[O:6])=[CH:9][CH:10]=2)[NH:14][N:13]=1. (2) Given the reactants [CH2:1]([O:3][C:4](=[O:23])[C@H:5]([CH2:15][C:16]1[CH:21]=[CH:20][C:19]([OH:22])=[CH:18][CH:17]=1)[NH:6][C:7](=[O:14])[C:8]1[CH:13]=[CH:12][CH:11]=[CH:10][CH:9]=1)[CH3:2].[CH2:24]([S:36][CH:37](O)[CH3:38])[CH2:25][CH2:26][CH2:27][CH2:28][CH2:29][CH2:30][CH2:31][CH2:32][CH2:33][CH2:34][CH3:35], predict the reaction product. The product is: [CH2:1]([O:3][C:4](=[O:23])[C@H:5]([CH2:15][C:16]1[CH:21]=[CH:20][C:19]([O:22][CH2:38][CH2:37][S:36][CH2:24][CH2:25][CH2:26][CH2:27][CH2:28][CH2:29][CH2:30][CH2:31][CH2:32][CH2:33][CH2:34][CH3:35])=[CH:18][CH:17]=1)[NH:6][C:7](=[O:14])[C:8]1[CH:13]=[CH:12][CH:11]=[CH:10][CH:9]=1)[CH3:2]. (3) Given the reactants [CH2:1]([O:5][C:6]1[CH:7]=[C:8]2[C:12](=[CH:13][CH:14]=1)[NH:11][C:10]([CH3:15])=[C:9]2[CH:16]=O)[CH2:2][CH2:3][CH3:4].C(OC1C=C2C(=CC=1)NC(C)=C2/C=[CH:32]/[C:33]([C:35]1[CH:40]=[CH:39][N:38]=[CH:37][CH:36]=1)=[O:34])C, predict the reaction product. The product is: [CH2:1]([O:5][C:6]1[CH:7]=[C:8]2[C:12](=[CH:13][CH:14]=1)[NH:11][C:10]([CH3:15])=[C:9]2/[CH:16]=[CH:32]/[C:33]([C:35]1[CH:40]=[CH:39][N:38]=[CH:37][CH:36]=1)=[O:34])[CH2:2][CH2:3][CH3:4]. (4) The product is: [CH:44]1([N:30]2[CH2:29][CH2:28][CH:27]([C:24]3[CH:25]=[CH:26][C:21]([NH:20][C:13]4[C:14]([C:17]([NH2:19])=[O:18])=[N:15][CH:16]=[C:11]([N:7]5[CH2:8][CH2:9][CH2:10][C@@H:5]([NH:4][C:3]([N:2]([CH3:34])[CH3:1])=[O:33])[CH2:6]5)[N:12]=4)=[CH:22][CH:23]=3)[CH2:32][CH2:31]2)[CH2:47][CH2:46][CH2:45]1.[ClH:67]. Given the reactants [CH3:1][N:2]([CH3:34])[C:3](=[O:33])[NH:4][C@@H:5]1[CH2:10][CH2:9][CH2:8][N:7]([C:11]2[N:12]=[C:13]([NH:20][C:21]3[CH:26]=[CH:25][C:24]([CH:27]4[CH2:32][CH2:31][NH:30][CH2:29][CH2:28]4)=[CH:23][CH:22]=3)[C:14]([C:17]([NH2:19])=[O:18])=[N:15][CH:16]=2)[CH2:6]1.CCN(C(C)C)C(C)C.[C:44]1(=O)[CH2:47][CH2:46][CH2:45]1.CC(O)=O.[BH-](OC(C)=O)(OC(C)=O)OC(C)=O.[Na+].[Cl:67]CCCl, predict the reaction product. (5) Given the reactants [Cl:1][C:2]1[CH:18]=[CH:17][C:5]([O:6][C:7]2[C:12]([F:13])=[CH:11][C:10]([CH2:14][OH:15])=[CH:9][C:8]=2[F:16])=[CH:4][C:3]=1[F:19].Cl[C:21]1[CH:32]=[C:25]2[N:26]([CH3:31])[C@H:27]([CH3:30])[CH2:28][CH2:29][N:24]2[C:23](=[O:33])[N:22]=1, predict the reaction product. The product is: [Cl:1][C:2]1[CH:18]=[CH:17][C:5]([O:6][C:7]2[C:12]([F:13])=[CH:11][C:10]([CH2:14][O:15][C:21]3[CH:32]=[C:25]4[N:26]([CH3:31])[C@H:27]([CH3:30])[CH2:28][CH2:29][N:24]4[C:23](=[O:33])[N:22]=3)=[CH:9][C:8]=2[F:16])=[CH:4][C:3]=1[F:19].